From a dataset of Forward reaction prediction with 1.9M reactions from USPTO patents (1976-2016). Predict the product of the given reaction. (1) Given the reactants [C:1]([C:3]1[N:8]=[CH:7][C:6]([C:9]([O:11][CH3:12])=[O:10])=[CH:5][CH:4]=1)#[CH:2].I[C:14]1[CH:23]=[CH:22][CH:21]=[CH:20][C:15]=1[C:16]([O:18][CH3:19])=[O:17], predict the reaction product. The product is: [CH3:19][O:18][C:16]([C:15]1[CH:20]=[CH:21][CH:22]=[CH:23][C:14]=1[C:2]#[C:1][C:3]1[N:8]=[CH:7][C:6]([C:9]([O:11][CH3:12])=[O:10])=[CH:5][CH:4]=1)=[O:17]. (2) Given the reactants [CH3:1][C@H:2]1[CH2:6][CH2:5][CH2:4][N:3]1[C:7]1[C:8](OS(C(F)(F)F)(=O)=O)=[N:9][C:10]2[C:15]([N:16]=1)=[CH:14][C:13]([C:17]([O:19][CH3:20])=[O:18])=[CH:12][CH:11]=2.[F:29][C:30]1[CH:31]=[C:32](B(O)O)[CH:33]=[CH:34][C:35]=1[F:36].[O-]P([O-])([O-])=O.[K+].[K+].[K+], predict the reaction product. The product is: [F:29][C:30]1[CH:31]=[C:32]([C:8]2[C:7]([N:3]3[CH2:4][CH2:5][CH2:6][C@@H:2]3[CH3:1])=[N:16][C:15]3[C:10](=[CH:11][CH:12]=[C:13]([C:17]([O:19][CH3:20])=[O:18])[CH:14]=3)[N:9]=2)[CH:33]=[CH:34][C:35]=1[F:36]. (3) Given the reactants [CH:1]([C:4]1[CH:9]=[CH:8][C:7]([C:10]2[N:14]([CH2:15][CH2:16][O:17][CH3:18])[C:13]3[C:19]([O:25][CH3:26])=[CH:20][C:21]([C:23]#[N:24])=[CH:22][C:12]=3[N:11]=2)=[CH:6][CH:5]=1)([CH3:3])[CH3:2].[I:27]I.[OH-].[Na+], predict the reaction product. The product is: [I:27][C:22]1[C:12]2[N:11]=[C:10]([C:7]3[CH:8]=[CH:9][C:4]([CH:1]([CH3:3])[CH3:2])=[CH:5][CH:6]=3)[N:14]([CH2:15][CH2:16][O:17][CH3:18])[C:13]=2[C:19]([O:25][CH3:26])=[CH:20][C:21]=1[C:23]#[N:24].